Dataset: Experimental lipophilicity measurements (octanol/water distribution) for 4,200 compounds from AstraZeneca. Task: Regression/Classification. Given a drug SMILES string, predict its absorption, distribution, metabolism, or excretion properties. Task type varies by dataset: regression for continuous measurements (e.g., permeability, clearance, half-life) or binary classification for categorical outcomes (e.g., BBB penetration, CYP inhibition). For this dataset (lipophilicity_astrazeneca), we predict Y. (1) The compound is COc1cc(N2CCN(C(C)=O)CC2)ccc1Nc1ncc(Br)c(-c2cnc3ccccn23)n1. The Y is 3.70 logD. (2) The molecule is CS(=O)(=O)c1ccc2[nH]c3c(c2c1)CN(C(=O)[C@@H]1CCCC[C@H]1C(=O)NC1(C#N)CC1)CC3. The Y is 1.50 logD.